This data is from Reaction yield outcomes from USPTO patents with 853,638 reactions. The task is: Predict the reaction yield, written as a fraction of the theoretical maximum amount of product (1.0 means a 100% yield; for example, 0.34 means a 34% yield). (1) The reactants are C(OC([N:8]1[C@@H:13]([CH3:14])[CH2:12][N:11]([C:15](=[O:30])[C:16]2[CH:21]=[CH:20][C:19]([C:22]3[CH:23]=[N:24][C:25]([NH2:29])=[C:26]([OH:28])[CH:27]=3)=[CH:18][CH:17]=2)[CH2:10][C@H:9]1[CH3:31])=O)(C)(C)C.Br[CH2:33][C:34]1[CH:39]=[CH:38][CH:37]=[CH:36][C:35]=1[CH3:40].C([O-])([O-])=O.[Cs+].[Cs+].O. The catalyst is CN(C=O)C. The product is [NH2:29][C:25]1[N:24]=[CH:23][C:22]([C:19]2[CH:20]=[CH:21][C:16]([C:15]([N:11]3[CH2:10][CH:9]([CH3:31])[NH:8][CH:13]([CH3:14])[CH2:12]3)=[O:30])=[CH:17][CH:18]=2)=[CH:27][C:26]=1[O:28][CH2:33][C:34]1[CH:39]=[CH:38][CH:37]=[CH:36][C:35]=1[CH3:40]. The yield is 0.466. (2) The reactants are [H-].[Na+].[OH:3][CH2:4][C@@H:5]1[CH2:10][CH2:9][CH2:8][C@H:7]([C:11]([O:13]C)=[O:12])[CH2:6]1.Cl[C:16]1[N:21]=[C:20]([C:22]2[CH:27]=[CH:26][CH:25]=[CH:24][CH:23]=2)[C:19]([C:28]2[CH:33]=[CH:32][CH:31]=[CH:30][CH:29]=2)=[CH:18][N:17]=1. The catalyst is CN(C)C=O. The product is [C:22]1([C:20]2[C:19]([C:28]3[CH:33]=[CH:32][CH:31]=[CH:30][CH:29]=3)=[CH:18][N:17]=[C:16]([O:3][CH2:4][C@@H:5]3[CH2:10][CH2:9][CH2:8][C@H:7]([C:11]([OH:13])=[O:12])[CH2:6]3)[N:21]=2)[CH:27]=[CH:26][CH:25]=[CH:24][CH:23]=1. The yield is 0.150. (3) The reactants are [CH:1]([N:4]([C:8]1[CH:13]=[CH:12][C:11]2[O:14][CH2:15][O:16][C:10]=2[CH:9]=1)[C:5]([NH2:7])=[O:6])([CH3:3])[CH3:2].[N:17]1[C:26]2[C:21](=[CH:22][CH:23]=[CH:24][CH:25]=2)[CH:20]=[C:19]([CH:27]=O)[CH:18]=1. No catalyst specified. The product is [CH:1]([N:4]1[C:8]2[C:13](=[CH:12][C:11]3[O:14][CH2:15][O:16][C:10]=3[CH:9]=2)[CH:27]([C:19]2[CH:18]=[N:17][C:26]3[C:21]([CH:20]=2)=[CH:22][CH:23]=[CH:24][CH:25]=3)[NH:7][C:5]1=[O:6])([CH3:3])[CH3:2]. The yield is 0.140. (4) The reactants are [F:1][C:2]1[N:10]=[C:9]2[C:5]([N:6]=[CH:7][N:8]2[CH:11]([CH3:13])[CH3:12])=[C:4]([NH:14][C:15]2[CH:20]=[CH:19]C=CN=2)[N:3]=1.CS(C)=O.[NH2:25][C@H:26](CC)[CH2:27]O. The catalyst is C(Cl)(Cl)Cl.CO. The product is [F:1][C:2]1[N:10]=[C:9]2[C:5]([N:6]=[CH:7][N:8]2[CH:11]([CH3:12])[CH3:13])=[C:4]([NH:14][C:15]2[CH:20]=[CH:19][N:25]=[CH:26][CH:27]=2)[N:3]=1. The yield is 0.890. (5) The reactants are C[O:2][C:3](=[O:14])[C:4]1[CH:9]=[CH:8][CH:7]=[C:6]([C:10](=[NH:13])[NH:11][OH:12])[CH:5]=1.C(N(C(C)C)CC)(C)C.[F:24][C:25]1[CH:33]=[CH:32][CH:31]=[CH:30][C:26]=1[C:27](Cl)=O. The catalyst is C1COCC1. The product is [F:24][C:25]1[CH:33]=[CH:32][CH:31]=[CH:30][C:26]=1[C:27]1[O:12][N:11]=[C:10]([C:6]2[CH:5]=[C:4]([CH:9]=[CH:8][CH:7]=2)[C:3]([OH:2])=[O:14])[N:13]=1. The yield is 0.830. (6) The reactants are [Si]([O:8][CH2:9][C:10]1[O:14][CH:13]=[C:12]([C:15](=[N:17][OH:18])[NH2:16])[CH:11]=1)(C(C)(C)C)(C)C.[C:19]1([C:25]2[CH:26]=[C:27]([C:34](Cl)=O)[S:28][C:29]=2[C:30]([F:33])([F:32])[F:31])[CH:24]=[CH:23][CH:22]=[CH:21][CH:20]=1.C(N(CC)C(C)C)(C)C.C(=O)([O-])O.[Na+].[F-].C([N+](CCCC)(CCCC)CCCC)CCC. The catalyst is ClCCl.O1CCCC1.O. The product is [C:19]1([C:25]2[CH:26]=[C:27]([C:34]3[O:18][N:17]=[C:15]([C:12]4[CH:11]=[C:10]([CH2:9][OH:8])[O:14][CH:13]=4)[N:16]=3)[S:28][C:29]=2[C:30]([F:33])([F:31])[F:32])[CH:20]=[CH:21][CH:22]=[CH:23][CH:24]=1. The yield is 0.100.